The task is: Predict which catalyst facilitates the given reaction.. This data is from Catalyst prediction with 721,799 reactions and 888 catalyst types from USPTO. (1) Reactant: CON(C)C(C1C(NS(C2C=CC(Cl)=C(C(F)(F)F)C=2)(=O)=O)=CC=CN=1)=O.C(=O)([O-])[O-].[K+].[K+].COCCl.[CH3:38][O:39][N:40]([CH3:68])[C:41]([C:43]1[C:48]([N:49]([CH2:64][O:65][CH3:66])[S:50]([C:53]2[CH:58]=[CH:57][C:56]([Cl:59])=[C:55]([C:60]([F:63])([F:62])[F:61])[CH:54]=2)(=[O:52])=[O:51])=[CH:47][C:46](Cl)=[CH:45][N:44]=1)=[O:42]. Product: [CH3:38][O:39][N:40]([CH3:68])[C:41]([C:43]1[C:48]([N:49]([S:50]([C:53]2[CH:58]=[CH:57][C:56]([Cl:59])=[C:55]([C:60]([F:63])([F:62])[F:61])[CH:54]=2)(=[O:51])=[O:52])[CH2:64][O:65][CH3:66])=[CH:47][CH:46]=[CH:45][N:44]=1)=[O:42]. The catalyst class is: 1. (2) Reactant: N([O-])=O.[Na+].N[C@@H:6]([C:13]([OH:15])=[O:14])[CH2:7][C:8]1[N:12]=[CH:11][NH:10][CH:9]=1.[OH-].[NH4+].[ClH:18]. Product: [Cl:18][C@H:6]([CH2:7][C:8]1[N:12]=[CH:11][NH:10][CH:9]=1)[C:13]([OH:15])=[O:14]. The catalyst class is: 6. (3) Product: [Cl:1][C:2]1[CH:7]=[CH:6][N:5]=[C:4]2[CH:8]=[C:9]([C:11]([Cl:18])=[O:13])[S:10][C:3]=12. The catalyst class is: 85. Reactant: [Cl:1][C:2]1[CH:7]=[CH:6][N:5]=[C:4]2[CH:8]=[C:9]([C:11]([O-:13])=O)[S:10][C:3]=12.[Li+].C(Cl)(=O)C([Cl:18])=O. (4) Reactant: [CH2:1]([O:3][C:4](=[O:13])[CH:5](I)[O:6][C:7]([S:9][CH2:10][CH3:11])=[O:8])[CH3:2].[CH3:14][CH:15]([CH3:19])[C:16]([OH:18])=[O:17].C(N(C(C)C)CC)(C)C. Product: [CH2:1]([O:3][C:4]([CH:5]([O:18][C:16](=[O:17])[CH:15]([CH3:19])[CH3:14])[O:6][C:7]([S:9][CH2:10][CH3:11])=[O:8])=[O:13])[CH3:2]. The catalyst class is: 165. (5) Reactant: [CH3:1][O:2][C:3]1[CH:4]=[CH:5][C:6]([CH3:10])=[C:7]([CH:9]=1)[NH2:8].[C:11](O[C:11]([O:13][C:14]([CH3:17])([CH3:16])[CH3:15])=[O:12])([O:13][C:14]([CH3:17])([CH3:16])[CH3:15])=[O:12]. Product: [CH3:1][O:2][C:3]1[CH:4]=[CH:5][C:6]([CH3:10])=[C:7]([NH:8][C:11](=[O:12])[O:13][C:14]([CH3:17])([CH3:16])[CH3:15])[CH:9]=1. The catalyst class is: 7.